Dataset: Forward reaction prediction with 1.9M reactions from USPTO patents (1976-2016). Task: Predict the product of the given reaction. Given the reactants [CH2:1]([O:3][C:4]([C@H:6]1[CH2:8][C@@H:7]1[C:9]1[CH:14]=[CH:13][C:12]([O:15][C@H:16]2[C:24]3[C:19](=[C:20](Br)[C:21]([C:25]#[N:26])=[CH:22][CH:23]=3)[CH2:18][CH2:17]2)=[CH:11][CH:10]=1)=[O:5])[CH3:2].[Si:28]([O:35][C:36]1[CH:41]=[C:40]([CH3:42])[C:39](B(O)O)=[C:38]([CH3:46])[CH:37]=1)([C:31]([CH3:34])([CH3:33])[CH3:32])([CH3:30])[CH3:29].C1(P(C2CCCCC2)C2C=CC=CC=2C2C=CC=CC=2N(C)C)CCCCC1.C(=O)([O-])[O-].[Na+].[Na+], predict the reaction product. The product is: [CH2:1]([O:3][C:4]([C@H:6]1[CH2:8][C@@H:7]1[C:9]1[CH:14]=[CH:13][C:12]([O:15][C@H:16]2[C:24]3[C:19](=[C:20]([C:39]4[C:40]([CH3:42])=[CH:41][C:36]([O:35][Si:28]([C:31]([CH3:33])([CH3:32])[CH3:34])([CH3:30])[CH3:29])=[CH:37][C:38]=4[CH3:46])[C:21]([C:25]#[N:26])=[CH:22][CH:23]=3)[CH2:18][CH2:17]2)=[CH:11][CH:10]=1)=[O:5])[CH3:2].